This data is from Forward reaction prediction with 1.9M reactions from USPTO patents (1976-2016). The task is: Predict the product of the given reaction. (1) Given the reactants [CH3:1][O:2][CH2:3][O:4][C:5]1[C:6]([N:11]([C:18]2[CH:23]=[CH:22][CH:21]=[CH:20][CH:19]=2)[C:12]2[CH:17]=[CH:16][CH:15]=[CH:14][CH:13]=2)=[N:7][CH:8]=[CH:9][CH:10]=1.[Li]CCCC.CN([CH:32]=[O:33])C, predict the reaction product. The product is: [C:12]1([N:11]([C:18]2[CH:23]=[CH:22][CH:21]=[CH:20][CH:19]=2)[C:6]2[C:5]([O:4][CH2:3][O:2][CH3:1])=[C:10]([CH:9]=[CH:8][N:7]=2)[CH:32]=[O:33])[CH:17]=[CH:16][CH:15]=[CH:14][CH:13]=1. (2) Given the reactants [NH2:1][C:2]1[CH:3]=[N:4][CH:5]=[CH:6][C:7]=1[N:8]1[CH2:13][CH2:12][C@@H:11]([NH:14][C:15](=[O:21])[O:16][C:17]([CH3:20])([CH3:19])[CH3:18])[C@H:10]([O:22][Si:23]([C:26]([CH3:29])([CH3:28])[CH3:27])([CH3:25])[CH3:24])[CH2:9]1.[NH2:30][C:31]1[C:32]([C:39](O)=[O:40])=[N:33][C:34]([Br:38])=[C:35]([F:37])[CH:36]=1, predict the reaction product. The product is: [NH2:30][C:31]1[C:32]([C:39]([NH:1][C:2]2[CH:3]=[N:4][CH:5]=[CH:6][C:7]=2[N:8]2[CH2:13][CH2:12][C@@H:11]([NH:14][C:15](=[O:21])[O:16][C:17]([CH3:19])([CH3:20])[CH3:18])[C@H:10]([O:22][Si:23]([C:26]([CH3:29])([CH3:28])[CH3:27])([CH3:25])[CH3:24])[CH2:9]2)=[O:40])=[N:33][C:34]([Br:38])=[C:35]([F:37])[CH:36]=1. (3) Given the reactants [NH2:1][C:2]1[C:3]([C:21]#[N:22])=[C:4]([CH:18]=[CH:19][CH:20]=1)[O:5][CH:6]1[CH2:11][CH2:10][CH:9]([NH:12][C:13](=[O:17])[CH:14]([CH3:16])[CH3:15])[CH2:8][CH2:7]1.O=[C:24]([CH3:31])[CH2:25][C:26]([O:28][CH2:29][CH3:30])=[O:27], predict the reaction product. The product is: [NH2:22][C:21]1[C:3]2[C:2](=[CH:20][CH:19]=[CH:18][C:4]=2[O:5][CH:6]2[CH2:7][CH2:8][CH:9]([NH:12][C:13](=[O:17])[CH:14]([CH3:16])[CH3:15])[CH2:10][CH2:11]2)[N:1]=[C:24]([CH3:31])[C:25]=1[C:26]([O:28][CH2:29][CH3:30])=[O:27]. (4) Given the reactants [Cl:1][C:2]1[CH:3]=[CH:4][C:5]2[N:6]([CH:8]=[CH:9][N:10]=2)[N:7]=1.[NH2:11][CH2:12][C:13]1[CH:18]=[CH:17][CH:16]=[CH:15][N:14]=1.Cl, predict the reaction product. The product is: [ClH:1].[N:14]1[CH:15]=[CH:16][CH:17]=[CH:18][C:13]=1[CH2:12][NH:11][C:2]1[CH:3]=[CH:4][C:5]2[N:6]([CH:8]=[CH:9][N:10]=2)[N:7]=1. (5) The product is: [CH3:40][C:30]1[CH:35]=[CH:34][C:33]([S:36]([O:1][CH2:2][C@H:3]2[CH2:4][CH2:5][C@H:6]([N:9]3[C:13]4=[C:14]5[S:20][CH:19]=[CH:18][C:15]5=[N:16][CH:17]=[C:12]4[N:11]=[C:10]3[C@@H:21]([OH:23])[CH3:22])[CH2:7][O:8]2)(=[O:38])=[O:37])=[CH:32][CH:31]=1. Given the reactants [OH:1][CH2:2][C@@H:3]1[O:8][CH2:7][C@@H:6]([N:9]2[C:13]3=[C:14]4[S:20][CH:19]=[CH:18][C:15]4=[N:16][CH:17]=[C:12]3[N:11]=[C:10]2[C@@H:21]([OH:23])[CH3:22])[CH2:5][CH2:4]1.N1C=CC=CC=1.[C:30]1([CH3:40])[CH:35]=[CH:34][C:33]([S:36](Cl)(=[O:38])=[O:37])=[CH:32][CH:31]=1, predict the reaction product. (6) Given the reactants [OH-].[K+].[CH3:3][C:4]1[CH:9]=[CH:8][C:7]([S:10]([NH2:13])(=[O:12])=[O:11])=[CH:6][CH:5]=1.Br[CH2:15][C:16]([CH2:21]Br)([CH2:19]Br)[CH2:17][OH:18], predict the reaction product. The product is: [C:4]1([CH3:3])[CH:5]=[CH:6][C:7]([S:10]([N:13]2[CH2:21][C:16]3([CH2:19][O:18][CH2:17]3)[CH2:15]2)(=[O:12])=[O:11])=[CH:8][CH:9]=1. (7) Given the reactants [F:1][C:2]1[CH:10]=[CH:9][C:5]([C:6]([NH2:8])=O)=[CH:4][C:3]=1[CH3:11], predict the reaction product. The product is: [F:1][C:2]1[CH:10]=[CH:9][C:5]([C:6]#[N:8])=[CH:4][C:3]=1[CH3:11].